This data is from Peptide-MHC class II binding affinity with 134,281 pairs from IEDB. The task is: Regression. Given a peptide amino acid sequence and an MHC pseudo amino acid sequence, predict their binding affinity value. This is MHC class II binding data. (1) The peptide sequence is EIPSFRWTQSLRRGL. The MHC is H-2-IAb with pseudo-sequence H-2-IAb. The binding affinity (normalized) is 0.431. (2) The peptide sequence is RQDSSSTGWNETIVE. The MHC is DRB4_0101 with pseudo-sequence DRB4_0103. The binding affinity (normalized) is 0.324. (3) The peptide sequence is GPATPAAPAAGYTPA. The MHC is DRB1_0701 with pseudo-sequence DRB1_0701. The binding affinity (normalized) is 0.0566.